Dataset: Forward reaction prediction with 1.9M reactions from USPTO patents (1976-2016). Task: Predict the product of the given reaction. (1) The product is: [CH:1]1([NH:4][C:5](=[O:25])[C:6]([C:18]2[CH:19]=[CH:20][C:21]([CH3:24])=[CH:22][CH:23]=2)=[CH:7][C:8]2[CH:17]=[CH:16][C:11]([C:12]([OH:14])=[O:13])=[CH:10][CH:9]=2)[CH2:3][CH2:2]1. Given the reactants [CH:1]1([NH:4][C:5](=[O:25])[C:6]([C:18]2[CH:23]=[CH:22][C:21]([CH3:24])=[CH:20][CH:19]=2)=[CH:7][C:8]2[CH:17]=[CH:16][C:11]([C:12]([O:14]C)=[O:13])=[CH:10][CH:9]=2)[CH2:3][CH2:2]1.[OH-].[Na+], predict the reaction product. (2) Given the reactants [OH-].[K+].[N+:3]([C:6]1[CH:11]=[CH:10][C:9]([N:12]=[N:13][C:14]2[CH:19]=[CH:18][C:17]([OH:20])=[CH:16][CH:15]=2)=[CH:8][CH:7]=1)([O-:5])=[O:4].[CH3:21]I, predict the reaction product. The product is: [N+:3]([C:6]1[CH:11]=[CH:10][C:9]([N:12]=[N:13][C:14]2[CH:19]=[CH:18][C:17]([O:20][CH3:21])=[CH:16][CH:15]=2)=[CH:8][CH:7]=1)([O-:5])=[O:4]. (3) The product is: [F:30][C:19]1[CH:18]=[CH:23][C:22]([C:24]2[CH:29]=[CH:28][CH:27]=[CH:26][CH:25]=2)=[CH:21][N:20]=1. Given the reactants Cl.C(OC(N1C2C(=CC=CC=2)C=C1[C:18]1[C:19]([F:30])=[N:20][CH:21]=[C:22]([C:24]2[CH:29]=[CH:28][CH:27]=[CH:26][CH:25]=2)[CH:23]=1)=O)(C)(C)C, predict the reaction product. (4) Given the reactants [OH:1][C:2]([C:22]1[S:23][CH:24]=[CH:25][CH:26]=1)([C:17]1[S:18][CH:19]=[CH:20][CH:21]=1)[C:3]([O:5][C@H:6]1[CH2:11][CH2:10][C@H:9]([N:12]([CH2:14][CH2:15][NH2:16])[CH3:13])[CH2:8][CH2:7]1)=[O:4].[O:27]=[C:28]([CH3:41])[CH2:29][C:30]1[CH:40]=[CH:39][C:33]([O:34][CH2:35][C:36](O)=[O:37])=[CH:32][CH:31]=1.CCN(C(C)C)C(C)C.CN(C(ON1N=NC2C=CC=NC1=2)=[N+](C)C)C.F[P-](F)(F)(F)(F)F, predict the reaction product. The product is: [OH:1][C:2]([C:17]1[S:18][CH:19]=[CH:20][CH:21]=1)([C:22]1[S:23][CH:24]=[CH:25][CH:26]=1)[C:3]([O:5][C@H:6]1[CH2:7][CH2:8][C@H:9]([N:12]([CH3:13])[CH2:14][CH2:15][NH:16][C:36](=[O:37])[CH2:35][O:34][C:33]2[CH:39]=[CH:40][C:30]([CH2:29][C:28](=[O:27])[CH3:41])=[CH:31][CH:32]=2)[CH2:10][CH2:11]1)=[O:4]. (5) Given the reactants [Cl:1][C:2]1[CH:3]=[C:4]([C:8]([C:17]2[N:18]=[CH:19][N:20](C(C3C=CC=CC=3)(C3C=CC=CC=3)C3C=CC=CC=3)[CH:21]=2)(O)[CH2:9][C:10]2[CH:15]=[CH:14][CH:13]=[CH:12][CH:11]=2)[CH:5]=[CH:6][CH:7]=1.CC(O)C.[OH-].[Na+], predict the reaction product. The product is: [Cl:1][C:2]1[CH:3]=[C:4]([C:8]([C:17]2[N:18]=[CH:19][NH:20][CH:21]=2)=[CH:9][C:10]2[CH:15]=[CH:14][CH:13]=[CH:12][CH:11]=2)[CH:5]=[CH:6][CH:7]=1.